Dataset: Full USPTO retrosynthesis dataset with 1.9M reactions from patents (1976-2016). Task: Predict the reactants needed to synthesize the given product. (1) Given the product [CH3:21][O:22][CH2:19][C:17]1[CH:18]=[C:13]2[CH:12]=[CH:11][NH:10][C:14]2=[N:15][CH:16]=1, predict the reactants needed to synthesize it. The reactants are: C1(S([N:10]2[C:14]3=[N:15][CH:16]=[C:17]([CH2:19]Cl)[CH:18]=[C:13]3[CH:12]=[CH:11]2)(=O)=O)C=CC=CC=1.[CH3:21][O-:22].[Na+]. (2) Given the product [C:1]([O:5][C:6]([N:8]([CH2:20][CH:21]1[CH2:22][CH2:23]1)[C:9]1[CH:10]=[C:11]([CH:16]=[C:17]([O:19][C:31]2[CH:38]=[CH:37][C:34]([C:35]#[N:36])=[CH:33][CH:32]=2)[CH:18]=1)[C:12]([O:14][CH3:15])=[O:13])=[O:7])([CH3:4])([CH3:2])[CH3:3], predict the reactants needed to synthesize it. The reactants are: [C:1]([O:5][C:6]([N:8]([CH2:20][CH:21]1[CH2:23][CH2:22]1)[C:9]1[CH:10]=[C:11]([CH:16]=[C:17]([OH:19])[CH:18]=1)[C:12]([O:14][CH3:15])=[O:13])=[O:7])([CH3:4])([CH3:3])[CH3:2].C(=O)([O-])[O-].[K+].[K+].F[C:31]1[CH:38]=[CH:37][C:34]([C:35]#[N:36])=[CH:33][CH:32]=1.CN1C(=O)CCC1. (3) Given the product [CH:1]1([N:5]2[C:9]3[CH:10]=[C:11]([CH2:14][OH:15])[CH:12]=[CH:13][C:8]=3[N:7]=[C:6]2[NH:19][C:20](=[O:26])[CH2:21][C:22]([CH3:24])([CH3:23])[CH3:25])[CH2:2][CH2:3][CH2:4]1, predict the reactants needed to synthesize it. The reactants are: [CH:1]1([N:5]2[C:9]3[CH:10]=[C:11]([C:14](OCC)=[O:15])[CH:12]=[CH:13][C:8]=3[N:7]=[C:6]2[NH:19][C:20](=[O:26])[CH2:21][C:22]([CH3:25])([CH3:24])[CH3:23])[CH2:4][CH2:3][CH2:2]1.[H-].C([Al+]CC(C)C)C(C)C. (4) Given the product [C:12]1([NH:18][N:19]=[CH:10][C:4]2[S:5][CH:6]=[C:7]3[O:8][CH2:9][CH2:1][O:2][C:3]=23)[CH:17]=[CH:16][CH:15]=[CH:14][CH:13]=1, predict the reactants needed to synthesize it. The reactants are: [CH2:1]1[CH2:9][O:8][C:7]2[C:3](=[C:4]([CH:10]=O)[S:5][CH:6]=2)[O:2]1.[C:12]1([NH:18][NH2:19])[CH:17]=[CH:16][CH:15]=[CH:14][CH:13]=1. (5) Given the product [CH2:1]([O:8][C:9]1[CH:14]=[CH:13][C:12]([C:19]2[CH:27]=[C:23]([C:24]([OH:26])=[O:25])[CH:22]=[C:21]([C:28]([OH:30])=[O:29])[CH:20]=2)=[CH:11][CH:10]=1)[C:2]1[CH:7]=[CH:6][CH:5]=[CH:4][CH:3]=1.[Br:18][CH2:14][CH2:9][O:8][CH2:1][C:2]1[CH:7]=[CH:6][CH:5]=[CH:4][CH:3]=1, predict the reactants needed to synthesize it. The reactants are: [CH2:1]([O:8][C:9]1[CH:14]=[CH:13][C:12](B(O)O)=[CH:11][CH:10]=1)[C:2]1[CH:7]=[CH:6][CH:5]=[CH:4][CH:3]=1.[Br:18][C:19]1[CH:20]=[C:21]([C:28]([OH:30])=[O:29])[CH:22]=[C:23]([CH:27]=1)[C:24]([OH:26])=[O:25]. (6) Given the product [O:12]1[CH2:13][CH2:14][CH2:15][CH2:16][CH:11]1[N:7]1[C:8]2[C:4](=[CH:3][C:2]([NH:17][C@H:18]3[CH2:23][CH2:22][CH2:21][N:20]([C:24]([O:26][C:27]([CH3:30])([CH3:29])[CH3:28])=[O:25])[CH2:19]3)=[CH:10][CH:9]=2)[CH:5]=[N:6]1, predict the reactants needed to synthesize it. The reactants are: Br[C:2]1[CH:3]=[C:4]2[C:8](=[CH:9][CH:10]=1)[N:7]([CH:11]1[CH2:16][CH2:15][CH2:14][CH2:13][O:12]1)[N:6]=[CH:5]2.[NH2:17][C@H:18]1[CH2:23][CH2:22][CH2:21][N:20]([C:24]([O:26][C:27]([CH3:30])([CH3:29])[CH3:28])=[O:25])[CH2:19]1.C1C=CC(P(C2C(C3C(P(C4C=CC=CC=4)C4C=CC=CC=4)=CC=C4C=3C=CC=C4)=C3C(C=CC=C3)=CC=2)C2C=CC=CC=2)=CC=1.CC(C)([O-])C.[Na+].